From a dataset of Reaction yield outcomes from USPTO patents with 853,638 reactions. Predict the reaction yield, written as a fraction of the theoretical maximum amount of product (1.0 means a 100% yield; for example, 0.34 means a 34% yield). (1) The reactants are [C:1]1([C:10]2[CH:15]=[CH:14][CH:13]=[CH:12][CH:11]=2)[C:2]([N:7]=[C:8]=[O:9])=[CH:3][CH:4]=[CH:5][CH:6]=1.[C:16]1([C@@H:22]2[CH2:24][C@H:23]2[N:25]2[C:33](=[O:34])[CH:28]3[CH2:29][NH:30][CH2:31][CH2:32][N:27]3[C:26]2=[O:35])[CH:21]=[CH:20][CH:19]=[CH:18][CH:17]=1.CCN(C(C)C)C(C)C. The catalyst is C(Cl)Cl. The product is [C:1]1([C:10]2[CH:15]=[CH:14][CH:13]=[CH:12][CH:11]=2)[CH:6]=[CH:5][CH:4]=[CH:3][C:2]=1[NH:7][C:8]([N:30]1[CH2:31][CH2:32][N:27]2[C:26](=[O:35])[N:25]([C@@H:23]3[CH2:24][C@H:22]3[C:16]3[CH:17]=[CH:18][CH:19]=[CH:20][CH:21]=3)[C:33](=[O:34])[CH:28]2[CH2:29]1)=[O:9]. The yield is 0.760. (2) The yield is 0.800. The reactants are [CH3:1][NH:2][C:3]1[CH:4]=[N:5][C:6]([N:16]2[CH2:21][CH2:20][S:19][CH2:18][CH2:17]2)=[CH:7][C:8]=1[C:9]1[CH:14]=[CH:13][CH:12]=[CH:11][C:10]=1[CH3:15].C(N(C(C)C)C(C)C)C.[F:31][C:32]([F:50])([F:49])[C:33]1[CH:34]=[C:35]([C:43]([CH3:48])([CH3:47])[C:44](Cl)=[O:45])[CH:36]=[C:37]([C:39]([F:42])([F:41])[F:40])[CH:38]=1. The product is [F:31][C:32]([F:50])([F:49])[C:33]1[CH:34]=[C:35]([C:43]([CH3:48])([CH3:47])[C:44]([N:2]([CH3:1])[C:3]2[CH:4]=[N:5][C:6]([N:16]3[CH2:21][CH2:20][S:19][CH2:18][CH2:17]3)=[CH:7][C:8]=2[C:9]2[CH:14]=[CH:13][CH:12]=[CH:11][C:10]=2[CH3:15])=[O:45])[CH:36]=[C:37]([C:39]([F:42])([F:41])[F:40])[CH:38]=1. The catalyst is O1CCCC1.